Predict the reaction yield, written as a fraction of the theoretical maximum amount of product (1.0 means a 100% yield; for example, 0.34 means a 34% yield). From a dataset of Reaction yield outcomes from USPTO patents with 853,638 reactions. (1) The reactants are [C:1]1([N:7]2[C:15]3[CH:14]=[CH:13][N:12]=[CH:11][C:10]=3[N:9]=[N:8]2)[CH:6]=[CH:5][CH:4]=[CH:3][CH:2]=1. The catalyst is CO.O=[Pt]=O. The product is [C:1]1([N:7]2[C:15]3[CH2:14][CH2:13][NH:12][CH2:11][C:10]=3[N:9]=[N:8]2)[CH:2]=[CH:3][CH:4]=[CH:5][CH:6]=1. The yield is 0.560. (2) The product is [S:12]1[CH:13]=[CH:14][N:15]=[C:11]1[N:2]1[C:3](=[O:9])[CH:4]2[CH2:7][CH2:8][CH:1]1[CH2:6][CH2:5]2. The reactants are [CH:1]12[CH2:8][CH2:7][CH:4]([CH2:5][CH2:6]1)[C:3](=[O:9])[NH:2]2.Br[C:11]1[S:12][CH:13]=[CH:14][N:15]=1.C([O-])([O-])=O.[Cs+].[Cs+].CC1(C)C2C(=C(P(C3C=CC=CC=3)C3C=CC=CC=3)C=CC=2)OC2C(P(C3C=CC=CC=3)C3C=CC=CC=3)=CC=CC1=2. The catalyst is C1C=CC([P]([Pd]([P](C2C=CC=CC=2)(C2C=CC=CC=2)C2C=CC=CC=2)([P](C2C=CC=CC=2)(C2C=CC=CC=2)C2C=CC=CC=2)[P](C2C=CC=CC=2)(C2C=CC=CC=2)C2C=CC=CC=2)(C2C=CC=CC=2)C2C=CC=CC=2)=CC=1.O1CCOCC1. The yield is 0.600. (3) The reactants are [CH3:1][O:2][C:3]1[CH:4]=[C:5]2[C:9](=[CH:10][CH:11]=1)[NH:8][N:7]=[CH:6]2.[C:12]([O-])(O)=O.[Na+]. The catalyst is C(OCC)(=O)C. The product is [CH3:1][O:2][C:3]1[CH:11]=[CH:10][C:9]2[C:5](=[CH:6][N:7]([CH3:12])[N:8]=2)[CH:4]=1. The yield is 0.590. (4) The yield is 0.700. The catalyst is CN1CCCC1=O. The reactants are Cl[C:2]1[S:3][C:4]([C:13]([O:15][CH3:16])=[O:14])=[C:5]([C:7]2[N:11]([CH3:12])[N:10]=[CH:9][N:8]=2)[N:6]=1.[Cl:17][C:18]1[C:22]([Cl:23])=[C:21]([CH3:24])[NH:20][C:19]=1[C:25]([NH:27][C@@H:28]1[CH2:33][CH2:32][NH:31][CH2:30][C@@H:29]1[O:34][CH2:35][CH:36]=[CH2:37])=[O:26].C(N(CC)C(C)C)(C)C.O. The product is [Cl:17][C:18]1[C:22]([Cl:23])=[C:21]([CH3:24])[NH:20][C:19]=1[C:25]([NH:27][C@@H:28]1[CH2:33][CH2:32][N:31]([C:2]2[S:3][C:4]([C:13]([O:15][CH3:16])=[O:14])=[C:5]([C:7]3[N:11]([CH3:12])[N:10]=[CH:9][N:8]=3)[N:6]=2)[CH2:30][C@@H:29]1[O:34][CH2:35][CH:36]=[CH2:37])=[O:26].